Dataset: Catalyst prediction with 721,799 reactions and 888 catalyst types from USPTO. Task: Predict which catalyst facilitates the given reaction. (1) Reactant: CS(O[CH2:6][CH2:7][O:8][CH2:9][C:10]1[CH:15]=[CH:14][CH:13]=[CH:12][CH:11]=1)(=O)=O.CO.[CH2:18]([NH2:20])[CH3:19]. Product: [CH2:9]([O:8][CH2:7][CH2:6][NH:20][CH2:18][CH3:19])[C:10]1[CH:15]=[CH:14][CH:13]=[CH:12][CH:11]=1. The catalyst class is: 2. (2) Reactant: [Br:1][C:2]1[CH:3]=[CH:4][C:5]([S:8](Cl)(=[O:10])=[O:9])=[N:6][CH:7]=1.[NH2:12][CH:13]1[CH2:18][CH2:17][N:16]([C:19]([O:21][C:22]([CH3:25])([CH3:24])[CH3:23])=[O:20])[CH2:15][CH2:14]1.CCN(C(C)C)C(C)C. Product: [Br:1][C:2]1[CH:3]=[CH:4][C:5]([S:8]([NH:12][CH:13]2[CH2:14][CH2:15][N:16]([C:19]([O:21][C:22]([CH3:25])([CH3:24])[CH3:23])=[O:20])[CH2:17][CH2:18]2)(=[O:10])=[O:9])=[N:6][CH:7]=1. The catalyst class is: 2. (3) Reactant: [NH2:1][C:2]1[CH:3]=[C:4]([CH:9]=[CH:10][C:11]=1[O:12][CH3:13])[C:5]([O:7][CH3:8])=[O:6].[CH3:14][S:15](Cl)(=[O:17])=[O:16]. Product: [CH3:13][O:12][C:11]1[CH:10]=[CH:9][C:4]([C:5]([O:7][CH3:8])=[O:6])=[CH:3][C:2]=1[NH:1][S:15]([CH3:14])(=[O:17])=[O:16]. The catalyst class is: 17. (4) Reactant: [Br:1][C:2]1[C:11]2[C:6](=[CH:7][CH:8]=[CH:9][CH:10]=2)[C:5]([CH2:12][OH:13])=[CH:4][CH:3]=1.[Si:14](Cl)([C:17]([CH3:20])([CH3:19])[CH3:18])([CH3:16])[CH3:15].N1C=CN=C1.O. Product: [Br:1][C:2]1[C:11]2[C:6](=[CH:7][CH:8]=[CH:9][CH:10]=2)[C:5]([CH2:12][O:13][Si:14]([C:17]([CH3:20])([CH3:19])[CH3:18])([CH3:16])[CH3:15])=[CH:4][CH:3]=1. The catalyst class is: 1. (5) Reactant: [N+:1]([C:4]1[CH:9]=[CH:8][C:7]([C:10]2[NH:11][C:12]3[CH:18]=[C:17]([Cl:19])[C:16]([Cl:20])=[CH:15][C:13]=3[N:14]=2)=[CH:6][CH:5]=1)([O-])=O.NC1C=C(Cl)C(Cl)=CC=1N.[N+](C1C=CC(C(O)=O)=CC=1)([O-])=O. Product: [NH2:1][C:4]1[CH:9]=[CH:8][C:7]([C:10]2[NH:11][C:12]3[CH:18]=[C:17]([Cl:19])[C:16]([Cl:20])=[CH:15][C:13]=3[N:14]=2)=[CH:6][CH:5]=1. The catalyst class is: 265. (6) Reactant: Cl.O.[NH:3]1[CH2:8][CH2:7][C:6](=[O:9])[CH2:5][CH2:4]1.[C:10]([N:17]([CH3:26])[C@H:18]([C:23](O)=[O:24])[CH2:19][CH:20]([CH3:22])[CH3:21])([O:12][C:13]([CH3:16])([CH3:15])[CH3:14])=[O:11].[OH:27]N1C2C=CC=CC=2N=N1.Cl.C(N=C=NCCCN(C)C)C.C(N(CC)CC)C. Product: [C:13]([O:12][C:10](=[O:11])[N:17]([C@H:18]([C:23]([N:3]1[CH2:8][CH2:7][C:6]([OH:27])([OH:9])[CH2:5][CH2:4]1)=[O:24])[CH2:19][CH:20]([CH3:21])[CH3:22])[CH3:26])([CH3:15])([CH3:16])[CH3:14]. The catalyst class is: 9. (7) Reactant: [Br:1][C:2]1[CH:3]=[C:4]([CH:6]=[C:7]([N+:9]([O-:11])=[O:10])[CH:8]=1)[NH2:5].N1C=CC=CC=1.[C:18](Cl)(=[O:20])[CH3:19]. Product: [Br:1][C:2]1[CH:3]=[C:4]([NH:5][C:18](=[O:20])[CH3:19])[CH:6]=[C:7]([N+:9]([O-:11])=[O:10])[CH:8]=1. The catalyst class is: 46. (8) Product: [Cl:13][C:10]1[CH:11]=[CH:12][C:7]([C:5]2[CH:4]=[CH:3][N:21]=[C:19]([NH:22][C:23]3[CH:24]=[CH:25][C:26]([C:27]([NH2:29])=[O:28])=[CH:30][CH:31]=3)[CH:32]=2)=[CH:8][CH:9]=1. The catalyst class is: 8. Reactant: CN(C)/[CH:3]=[CH:4]/[C:5]([C:7]1[CH:12]=[CH:11][C:10]([Cl:13])=[CH:9][CH:8]=1)=O.[N+]([O-])(O)=O.[C:19]([NH:22][C:23]1[CH:31]=[CH:30][C:26]([C:27]([NH2:29])=[O:28])=[CH:25][CH:24]=1)(=[NH:21])N.[C:32](=O)([O-])[O-].[K+].[K+]. (9) Reactant: [CH:1]1([C:7]2[C:8]3[CH:29]=[CH:28][C:27]([C:30]([O:32][CH3:33])=[O:31])=[CH:26][C:9]=3[N:10]3[C:16]=2[C:15]2[CH:17]=[CH:18][CH:19]=[CH:20][C:14]=2[O:13][CH:12]([C:21]([O:23]CC)=[O:22])[CH2:11]3)[CH2:6][CH2:5][CH2:4][CH2:3][CH2:2]1.O.[OH-].[Li+].Cl. Product: [CH:1]1([C:7]2[C:8]3[CH:29]=[CH:28][C:27]([C:30]([O:32][CH3:33])=[O:31])=[CH:26][C:9]=3[N:10]3[C:16]=2[C:15]2[CH:17]=[CH:18][CH:19]=[CH:20][C:14]=2[O:13][CH:12]([C:21]([OH:23])=[O:22])[CH2:11]3)[CH2:2][CH2:3][CH2:4][CH2:5][CH2:6]1. The catalyst class is: 193.